Dataset: Reaction yield outcomes from USPTO patents with 853,638 reactions. Task: Predict the reaction yield, written as a fraction of the theoretical maximum amount of product (1.0 means a 100% yield; for example, 0.34 means a 34% yield). The reactants are [F:1][C:2]1([F:41])[O:6][C:5]2[CH:7]=[CH:8][C:9]([C:11]3([C:14]([NH:16][C:17]4[CH:18]=[C:19]5[C:23](=[CH:24][C:25]=4[F:26])[N:22]([CH2:27][C@@H:28]4[CH2:32][O:31]C(C)(C)[O:29]4)[C:21]([C:35]([CH3:40])([CH2:37][CH2:38][OH:39])[CH3:36])=[CH:20]5)=[O:15])[CH2:13][CH2:12]3)=[CH:10][C:4]=2[O:3]1.FC1(F)OC2C=CC(C3(C(NC4C=C5C(=CC=4F)NC(C(C)(CCO)C)=C5)=O)CC3)=CC=2O1.CC1C=CC(S(O)(=O)=O)=CC=1.O. The catalyst is CO.O. The product is [F:41][C:2]1([F:1])[O:6][C:5]2[CH:7]=[CH:8][C:9]([C:11]3([C:14]([NH:16][C:17]4[CH:18]=[C:19]5[C:23](=[CH:24][C:25]=4[F:26])[N:22]([CH2:27][C@@H:28]([OH:29])[CH2:32][OH:31])[C:21]([C:35]([CH3:36])([CH2:37][CH2:38][OH:39])[CH3:40])=[CH:20]5)=[O:15])[CH2:12][CH2:13]3)=[CH:10][C:4]=2[O:3]1. The yield is 0.310.